This data is from Catalyst prediction with 721,799 reactions and 888 catalyst types from USPTO. The task is: Predict which catalyst facilitates the given reaction. (1) Product: [Cl:1][C:2]1[CH:7]=[CH:6][CH:5]=[CH:4][C:3]=1[CH:8]([OH:9])[C:10]1[N:25]([C:26]2[C:31]([F:32])=[CH:30][CH:29]=[CH:28][C:27]=2[F:33])[C:13]2[N:14]=[C:15]([NH:18][CH:19]([CH3:24])[C:20]([CH3:22])([OH:23])[CH3:21])[N:16]=[CH:17][C:12]=2[CH:11]=1. The catalyst class is: 8. Reactant: [Cl:1][C:2]1[CH:7]=[CH:6][CH:5]=[CH:4][C:3]=1[C:8]([C:10]1[N:25]([C:26]2[C:31]([F:32])=[CH:30][CH:29]=[CH:28][C:27]=2[F:33])[C:13]2[N:14]=[C:15]([NH:18][C@@H:19]([CH3:24])[C:20]([OH:23])([CH3:22])[CH3:21])[N:16]=[CH:17][C:12]=2[CH:11]=1)=[O:9].[BH4-].[Na+].[Cl-].[NH4+]. (2) Product: [OH:1][C:2]([C:45]1[S:46][CH:47]=[CH:48][CH:49]=1)([C:50]1[S:51][CH:52]=[CH:53][CH:54]=1)[C:3]([O:5][C@H:6]1[CH2:11][CH2:10][C@H:9]([N:12]([CH2:14][CH2:15][N:16]2[C:20]3[CH:21]=[CH:22][C:23]([CH2:25][OH:26])=[CH:24][C:19]=3[O:18][C:17]2=[O:44])[CH3:13])[CH2:8][CH2:7]1)=[O:4]. The catalyst class is: 242. Reactant: [OH:1][C:2]([C:50]1[S:51][CH:52]=[CH:53][CH:54]=1)([C:45]1[S:46][CH:47]=[CH:48][CH:49]=1)[C:3]([O:5][C@H:6]1[CH2:11][CH2:10][C@H:9]([N:12]([CH2:14][CH2:15][N:16]2[C:20]3[CH:21]=[CH:22][C:23]([CH2:25][O:26][Si](C(C)(C)C)(C4C=CC=CC=4)C4C=CC=CC=4)=[CH:24][C:19]=3[O:18][C:17]2=[O:44])[CH3:13])[CH2:8][CH2:7]1)=[O:4].F.F.F.C(N(CC)CC)C.C(=O)(O)[O-].[Na+].C(Cl)(Cl)Cl. (3) Reactant: [O:1]=[C:2]1[CH:6]=[C:5]([C@H:7]2[CH2:12][CH2:11][N:10]([C:13]([O:15][CH3:16])=[O:14])[C@@H:9]([C:17]3[CH:22]=[CH:21][CH:20]=[C:19]([C:23]([F:26])([F:25])[F:24])[CH:18]=3)[CH2:8]2)[O:4][NH:3]1.CCCCCCC.CC(O)C. Product: [O:1]=[C:2]1[CH:6]=[C:5]([C@H:7]2[CH2:12][CH2:11][N:10]([C:13]([O:15][CH3:16])=[O:14])[C@@H:9]([C:17]3[CH:22]=[CH:21][CH:20]=[C:19]([C:23]([F:26])([F:24])[F:25])[CH:18]=3)[CH2:8]2)[O:4][NH:3]1.[O:1]=[C:2]1[CH:6]=[C:5]([C@@H:7]2[CH2:12][CH2:11][N:10]([C:13]([O:15][CH3:16])=[O:14])[C@H:9]([C:17]3[CH:22]=[CH:21][CH:20]=[C:19]([C:23]([F:26])([F:24])[F:25])[CH:18]=3)[CH2:8]2)[O:4][NH:3]1. The catalyst class is: 10. (4) Reactant: [F:1][C:2]1[CH:7]=[C:6]([F:8])[C:5]([F:9])=[CH:4][C:3]=1[CH:10]1[CH2:15][CH2:14][C:13](=[O:16])[CH2:12][CH2:11]1.C(N(CC)CC)C.FC(F)(F)S(O[Si:30]([CH:37]([CH3:39])[CH3:38])([CH:34]([CH3:36])[CH3:35])[CH:31]([CH3:33])[CH3:32])(=O)=O.[Cl-].[NH4+]. Product: [CH:31]([Si:30]([CH:37]([CH3:39])[CH3:38])([CH:34]([CH3:36])[CH3:35])[O:16][C:13]1[CH2:12][CH2:11][CH:10]([C:3]2[CH:4]=[C:5]([F:9])[C:6]([F:8])=[CH:7][C:2]=2[F:1])[CH2:15][CH:14]=1)([CH3:33])[CH3:32]. The catalyst class is: 4. (5) Reactant: [N:1]12[CH2:7][C:4]([C:8]([C:16]3[CH:21]=[CH:20][CH:19]=[CH:18][CH:17]=3)([C:10]3[CH:15]=[CH:14][CH:13]=[CH:12][CH:11]=3)[OH:9])([CH2:5][CH2:6]1)[CH2:3][CH2:2]2.[Br:22][CH2:23][CH2:24][CH2:25][CH2:26][CH2:27][CH2:28][OH:29]. Product: [Br-:22].[OH:9][C:8]([C:16]1[CH:21]=[CH:20][CH:19]=[CH:18][CH:17]=1)([C:10]1[CH:15]=[CH:14][CH:13]=[CH:12][CH:11]=1)[C:4]12[CH2:7][N+:1]([CH2:23][CH2:24][CH2:25][CH2:26][CH2:27][CH2:28][OH:29])([CH2:6][CH2:5]1)[CH2:2][CH2:3]2. The catalyst class is: 23. (6) The catalyst class is: 175. Product: [CH2:6]([O:13][CH:14]1[CH2:19][CH2:18][C:17](=[O:20])[CH:16]([F:29])[CH2:15]1)[C:7]1[CH:12]=[CH:11][CH:10]=[CH:9][CH:8]=1. Reactant: CN(C)C=O.[CH2:6]([O:13][CH:14]1[CH2:19][CH2:18][C:17]([O:20][Si](C(C)(C)C)(C)C)=[CH:16][CH2:15]1)[C:7]1[CH:12]=[CH:11][CH:10]=[CH:9][CH:8]=1.[B-](F)(F)(F)[F:29].[B-](F)(F)(F)F.C1[N+]2(CCl)CC[N+](F)(CC2)C1.C(=O)(O)[O-].[Na+]. (7) Reactant: [Br:1][C:2]1[CH:3]=[C:4]([C:8]([NH:12][C:13](=[O:19])[O:14][C:15]([CH3:18])([CH3:17])[CH3:16])([CH3:11])[CH:9]=O)[CH:5]=[CH:6][CH:7]=1.[CH3:20][NH2:21].C(O[BH-](OC(=O)C)OC(=O)C)(=O)C.[Na+]. Product: [Br:1][C:2]1[CH:3]=[C:4]([C:8]([NH:12][C:13](=[O:19])[O:14][C:15]([CH3:18])([CH3:17])[CH3:16])([CH3:11])[CH2:9][NH:21][CH3:20])[CH:5]=[CH:6][CH:7]=1. The catalyst class is: 701.